Dataset: Full USPTO retrosynthesis dataset with 1.9M reactions from patents (1976-2016). Task: Predict the reactants needed to synthesize the given product. (1) Given the product [N:12]([C@@H:2]1[CH2:7][CH2:6][C@@H:5]([C:8]([NH2:10])=[O:9])[CH2:4][C@H:3]1[OH:11])=[N+:13]=[N-:14], predict the reactants needed to synthesize it. The reactants are: Br[C@H:2]1[CH2:7][CH2:6][C@@H:5]([C:8]([NH2:10])=[O:9])[CH2:4][C@H:3]1[OH:11].[N-:12]=[N+:13]=[N-:14].[Na+]. (2) Given the product [Cl:1][C:2]1[CH:3]=[C:4]([CH2:14][C:13]([OH:16])=[O:15])[CH:5]=[CH:6][C:7]=1[S:8][CH3:9], predict the reactants needed to synthesize it. The reactants are: [Cl:1][C:2]1[CH:3]=[C:4](CC#N)[CH:5]=[CH:6][C:7]=1[S:8][CH3:9].[C:13]([O:16]C(C)C)(=[O:15])[CH3:14]. (3) Given the product [OH:39][C@@H:38]([CH2:40][OH:41])[C:37]([N:3]1[CH2:8][CH2:7][C:6]([C:9]2[CH:14]=[CH:13][C:12]([C:15]3[CH2:19][CH:18]([CH2:20][NH:21][C:22]4[CH:26]=[CH:25][O:24][N:23]=4)[O:17][N:16]=3)=[CH:11][CH:10]=2)=[CH:5][CH2:4]1)=[O:36], predict the reactants needed to synthesize it. The reactants are: Cl.Cl.[NH:3]1[CH2:8][CH2:7][C:6]([C:9]2[CH:14]=[CH:13][C:12]([C:15]3[CH2:19][CH:18]([CH2:20][NH:21][C:22]4[CH:26]=[CH:25][O:24][N:23]=4)[O:17][N:16]=3)=[CH:11][CH:10]=2)=[CH:5][CH2:4]1.C(N(CC)CC)C.CC1(C)[O:39][C@H:38]([C:40](Cl)=[O:41])[CH2:37][O:36]1. (4) Given the product [Cl:14][CH2:15][CH2:16][CH2:17][CH2:18][N:8]1[C:4]2[CH:3]=[C:2]([CH3:1])[C:10]([CH3:11])=[CH:9][C:5]=2[N:6]=[N:7]1, predict the reactants needed to synthesize it. The reactants are: [CH3:1][C:2]1[C:10]([CH3:11])=[CH:9][C:5]2[NH:6][N:7]=[N:8][C:4]=2[CH:3]=1.[OH-].[Na+].[Cl:14][CH2:15][CH2:16][CH2:17][CH2:18]Br. (5) Given the product [CH3:7][C:8]([CH3:13])([CH3:12])[CH2:9]/[CH:10]=[N:1]/[CH2:2][Si:3]([CH3:6])([CH3:5])[CH3:4], predict the reactants needed to synthesize it. The reactants are: [NH2:1][CH2:2][Si:3]([CH3:6])([CH3:5])[CH3:4].[CH3:7][C:8]([CH3:13])([CH3:12])[CH2:9][CH:10]=O.O. (6) The reactants are: [Cl:1][C:2]1[CH:3]=[C:4]2[C:9](=[C:10]([Cl:12])[CH:11]=1)[CH:8]=[N:7][C:6]([N:13]=[C:14]=S)=[CH:5]2.C(=O)([O-])[O-].[Cs+].[Cs+].Cl.Cl.[NH2:24][CH2:25][C@@:26]1([OH:34])[CH:31]2[CH2:32][CH2:33][N:28]([CH2:29][CH2:30]2)[CH2:27]1.C(N=C=NC(C)C)(C)C. Given the product [Cl:1][C:2]1[CH:3]=[C:4]2[C:9](=[C:10]([Cl:12])[CH:11]=1)[CH:8]=[N:7][C:6]([NH:13][C:14]1[O:34][C@:26]3([CH2:25][N:24]=1)[CH:31]1[CH2:32][CH2:33][N:28]([CH2:29][CH2:30]1)[CH2:27]3)=[CH:5]2, predict the reactants needed to synthesize it. (7) Given the product [C:60]1([S:66]([NH:69][C:15]([C:14]2[N:10]([CH2:9][C:3]3[C:2]([CH3:1])=[CH:7][CH:6]=[CH:5][C:4]=3[CH3:8])[N:11]=[C:12]([B:18]3[O:22][C:21]([CH3:24])([CH3:23])[C:20]([CH3:25])([CH3:26])[O:19]3)[CH:13]=2)=[O:17])(=[O:68])=[O:67])[CH:65]=[CH:64][CH:63]=[CH:62][CH:61]=1, predict the reactants needed to synthesize it. The reactants are: [CH3:1][C:2]1[CH:7]=[CH:6][CH:5]=[C:4]([CH3:8])[C:3]=1[CH2:9][N:10]1[C:14]([C:15]([OH:17])=O)=[CH:13][C:12]([B:18]2[O:22][C:21]([CH3:24])([CH3:23])[C:20]([CH3:26])([CH3:25])[O:19]2)=[N:11]1.CN(C(ON1N=NC2C=CC=NC1=2)=[N+](C)C)C.F[P-](F)(F)(F)(F)F.C(N(C(C)C)C(C)C)C.[C:60]1([S:66]([NH2:69])(=[O:68])=[O:67])[CH:65]=[CH:64][CH:63]=[CH:62][CH:61]=1.